Dataset: Retrosynthesis with 50K atom-mapped reactions and 10 reaction types from USPTO. Task: Predict the reactants needed to synthesize the given product. (1) Given the product CCOC(=O)CN(C(=O)OC(C)(C)C)[C@H](Cc1ccc(OC)cc1)C(=O)O, predict the reactants needed to synthesize it. The reactants are: CCOC(=O)CN(C(=O)OC(C)(C)C)[C@H](Cc1ccc(OC)cc1)C(=O)OCc1ccccc1. (2) The reactants are: CCOC(=O)c1cc(C(C)(C)C)n[nH]1.FC(F)(F)c1ccc(CCl)c(Cl)c1. Given the product CCOC(=O)c1cc(C(C)(C)C)nn1Cc1ccc(C(F)(F)F)cc1Cl, predict the reactants needed to synthesize it. (3) Given the product CCOC(=O)c1ccc(-c2ccc(OCCCNC)c(-c3ccc4c(c3)C(C)(C)CCC4(C)C)c2)cc1, predict the reactants needed to synthesize it. The reactants are: CCOC(=O)c1ccc(-c2ccc(OCCCI)c(-c3ccc4c(c3)C(C)(C)CCC4(C)C)c2)cc1.CN. (4) Given the product Nc1cnn(C2(CO)CCC2)c1, predict the reactants needed to synthesize it. The reactants are: O=[N+]([O-])c1cnn(C2(CO)CCC2)c1. (5) Given the product FC(F)(F)c1cc(CO[C@@H]2CC[C@H]3CC[C@]2(c2ccccc2)N3)cc(C(F)(F)F)c1, predict the reactants needed to synthesize it. The reactants are: FC(F)(F)c1cc(CO[C@@H]2CC[C@H]3CC[C@]2(c2ccccc2)N3Cc2ccccc2)cc(C(F)(F)F)c1. (6) Given the product Cc1n[nH]c(C)c1CC(=O)NC1CCCc2ccccc21, predict the reactants needed to synthesize it. The reactants are: Cc1n[nH]c(C)c1CC(=O)O.N[C@H]1CCCc2ccccc21. (7) Given the product CCOC(=O)CCN(c1cccc(F)c1)S(=O)(=O)c1ccc(Cl)cc1, predict the reactants needed to synthesize it. The reactants are: CCOC(=O)CCNc1cccc(F)c1.O=S(=O)(Cl)c1ccc(Cl)cc1. (8) Given the product CC(C)(C)OC(=O)NC1CCCC(=NCc2ccccc2)C1, predict the reactants needed to synthesize it. The reactants are: CC(C)(C)OC(=O)NC1CCCC(=O)C1.NCc1ccccc1.